From a dataset of NCI-60 drug combinations with 297,098 pairs across 59 cell lines. Regression. Given two drug SMILES strings and cell line genomic features, predict the synergy score measuring deviation from expected non-interaction effect. (1) Drug 1: CCC1=CC2CC(C3=C(CN(C2)C1)C4=CC=CC=C4N3)(C5=C(C=C6C(=C5)C78CCN9C7C(C=CC9)(C(C(C8N6C)(C(=O)OC)O)OC(=O)C)CC)OC)C(=O)OC.C(C(C(=O)O)O)(C(=O)O)O. Drug 2: CN1C(=O)N2C=NC(=C2N=N1)C(=O)N. Cell line: HT29. Synergy scores: CSS=54.6, Synergy_ZIP=3.14, Synergy_Bliss=4.48, Synergy_Loewe=-46.7, Synergy_HSA=1.45. (2) Drug 1: CCC1=CC2CC(C3=C(CN(C2)C1)C4=CC=CC=C4N3)(C5=C(C=C6C(=C5)C78CCN9C7C(C=CC9)(C(C(C8N6C)(C(=O)OC)O)OC(=O)C)CC)OC)C(=O)OC.C(C(C(=O)O)O)(C(=O)O)O. Drug 2: CC1=CC2C(CCC3(C2CCC3(C(=O)C)OC(=O)C)C)C4(C1=CC(=O)CC4)C. Cell line: SN12C. Synergy scores: CSS=38.5, Synergy_ZIP=-1.34, Synergy_Bliss=-2.05, Synergy_Loewe=-57.1, Synergy_HSA=-0.252.